This data is from Forward reaction prediction with 1.9M reactions from USPTO patents (1976-2016). The task is: Predict the product of the given reaction. (1) Given the reactants [F:1][C:2]1[CH:3]=[CH:4][C:5]([NH2:8])=[N:6][CH:7]=1.[F:9][C:10]1[CH:11]=[C:12]([CH:15]=[CH:16][CH:17]=1)[CH:13]=O.O.C1(C)C=CC(S(O)(=O)=O)=CC=1.[N+:30]([CH2:32][C:33]([O:35][CH3:36])=[O:34])#[C-:31], predict the reaction product. The product is: [CH3:36][O:35][C:33](=[O:34])[CH2:32][NH:30][C:31]1[N:6]2[CH:7]=[C:2]([F:1])[CH:3]=[CH:4][C:5]2=[N:8][C:13]=1[C:12]1[CH:15]=[CH:16][CH:17]=[C:10]([F:9])[CH:11]=1. (2) Given the reactants [CH:1]([NH:4][C:5]([N:7]1[CH2:12][CH2:11][CH:10]([CH2:13][CH2:14][O:15][C:16]2[CH:17]=[C:18]([CH:22]=[CH:23][CH:24]=2)[C:19]([OH:21])=O)[CH2:9][CH2:8]1)=[O:6])([CH3:3])[CH3:2].[NH2:25][CH:26]1[CH:33]2[CH2:34][C:29]3([CH2:36][OH:37])[CH2:30][CH:31]([CH2:35][CH:27]1[CH2:28]3)[CH2:32]2, predict the reaction product. The product is: [CH:1]([NH:4][C:5]([N:7]1[CH2:8][CH2:9][CH:10]([CH2:13][CH2:14][O:15][C:16]2[CH:24]=[CH:23][CH:22]=[C:18]([C:19](=[O:21])[NH:25][CH:26]3[CH:27]4[CH2:35][CH:31]5[CH2:30][C:29]([CH2:36][OH:37])([CH2:34][CH:33]3[CH2:32]5)[CH2:28]4)[CH:17]=2)[CH2:11][CH2:12]1)=[O:6])([CH3:2])[CH3:3].